This data is from Full USPTO retrosynthesis dataset with 1.9M reactions from patents (1976-2016). The task is: Predict the reactants needed to synthesize the given product. (1) Given the product [F:1][C:2]1[CH:7]=[CH:6][CH:5]=[C:4]([F:8])[C:3]=1[N:9]1[C:14]2[N:15]=[C:16]([NH:32][CH2:33][CH2:34][C:35]3[N:39]=[CH:38][NH:37][CH:36]=3)[N:17]=[C:18]([C:19]3[CH:24]=[CH:23][C:22]([F:25])=[CH:21][C:20]=3[CH3:26])[C:13]=2[CH:12]=[CH:11][C:10]1=[O:31], predict the reactants needed to synthesize it. The reactants are: [F:1][C:2]1[CH:7]=[CH:6][CH:5]=[C:4]([F:8])[C:3]=1[N:9]1[C:14]2[N:15]=[C:16](S(C)(=O)=O)[N:17]=[C:18]([C:19]3[CH:24]=[CH:23][C:22]([F:25])=[CH:21][C:20]=3[CH3:26])[C:13]=2[CH:12]=[CH:11][C:10]1=[O:31].[NH2:32][CH2:33][CH2:34][C:35]1[N:39]=[CH:38][NH:37][CH:36]=1. (2) Given the product [O:4]=[C:5]1[CH2:6][CH2:7][N:8]([C:11]2[CH:12]=[CH:13][C:14]3[O:19][CH2:18][C:17](=[O:20])[NH:16][C:15]=3[CH:21]=2)[CH2:9][CH2:10]1, predict the reactants needed to synthesize it. The reactants are: O1[C:5]2([CH2:10][CH2:9][N:8]([C:11]3[CH:12]=[CH:13][C:14]4[O:19][CH2:18][C:17](=[O:20])[NH:16][C:15]=4[CH:21]=3)[CH2:7][CH2:6]2)[O:4]CC1. (3) Given the product [NH2:15][C:16]([NH:18][C:19]1[S:20][C:21]([C:2]2[CH:14]=[CH:13][C:5]([CH2:6][N:7]([CH3:12])[CH2:8][CH2:9][O:10][CH3:11])=[CH:4][CH:3]=2)=[CH:22][C:23]=1[C:24]([NH2:26])=[O:25])=[O:17], predict the reactants needed to synthesize it. The reactants are: Br[C:2]1[CH:14]=[CH:13][C:5]([CH2:6][N:7]([CH3:12])[CH2:8][CH2:9][O:10][CH3:11])=[CH:4][CH:3]=1.[NH2:15][C:16]([NH:18][C:19]1[S:20][C:21](Br)=[CH:22][C:23]=1[C:24]([NH2:26])=[O:25])=[O:17]. (4) Given the product [CH3:25][C:17]1[N:16]=[C:15]([C:6]2[CH:7]=[N:8][C:3]([C:2]([F:13])([F:12])[F:1])=[CH:4][CH:5]=2)[CH:20]=[C:19]([C:21]([F:24])([F:22])[F:23])[CH:18]=1, predict the reactants needed to synthesize it. The reactants are: [F:1][C:2]([F:13])([F:12])[C:3]1[N:8]=[CH:7][C:6](B(O)O)=[CH:5][CH:4]=1.Cl[C:15]1[CH:20]=[C:19]([C:21]([F:24])([F:23])[F:22])[CH:18]=[C:17]([CH3:25])[N:16]=1.C([O-])([O-])=O.[K+].[K+].COCCOC. (5) Given the product [F:35][C:34]1[CH:33]=[CH:32][CH:31]=[C:30]([F:36])[C:29]=1[CH2:28][O:27][C:26]1[C:21]2[N:22]([C:18]([C:16]([NH:15][C:8]([C:10]3[N:14]=[N:13][N:12]([CH2:56][C:57]([OH:58])([CH3:60])[CH3:59])[N:11]=3)([CH3:9])[CH2:7][OH:6])=[O:17])=[C:19]([CH3:37])[N:20]=2)[CH:23]=[CH:24][CH:25]=1, predict the reactants needed to synthesize it. The reactants are: C([Si](C1C=CC=CC=1)(C1C=CC=CC=1)[O:6][CH2:7][C:8]([NH:15][C:16]([C:18]1[N:22]2[CH:23]=[CH:24][CH:25]=[C:26]([O:27][CH2:28][C:29]3[C:34]([F:35])=[CH:33][CH:32]=[CH:31][C:30]=3[F:36])[C:21]2=[N:20][C:19]=1[CH3:37])=[O:17])([C:10]1[N:11]=[N:12][NH:13][N:14]=1)[CH3:9])(C)(C)C.C(=O)([O-])[O-].[K+].[K+].[CH3:56][C:57]1([CH3:60])[CH2:59][O:58]1.C(OC(C)C)(C)C. (6) Given the product [CH3:19][O:21][C:22](=[O:28])[CH2:23][C:24]1([S:1][C:2]2[CH:7]=[C:6]([CH3:8])[C:5]([OH:9])=[C:4]([CH3:10])[C:3]=2[CH3:11])[CH2:27][CH2:26][CH2:25]1, predict the reactants needed to synthesize it. The reactants are: [SH:1][C:2]1[CH:7]=[C:6]([CH3:8])[C:5]([OH:9])=[C:4]([CH3:10])[C:3]=1[CH3:11].C(OC)(OC)OC.[CH2:19]([O:21][C:22](=[O:28])[CH:23]=[C:24]1[CH2:27][CH2:26][CH2:25]1)C. (7) Given the product [OH:1][C:2]1[C:11]2[C:6](=[CH:7][C:8]([CH2:12][C:13]3[CH:14]=[CH:15][CH:16]=[CH:17][CH:18]=3)=[CH:9][N:10]=2)[NH:5][C:4](=[O:19])[C:3]=1[C:20]([NH:31][CH2:30][C:26]1[S:25][CH:29]=[CH:28][CH:27]=1)=[O:21], predict the reactants needed to synthesize it. The reactants are: [OH:1][C:2]1[C:11]2[C:6](=[CH:7][C:8]([CH2:12][C:13]3[CH:18]=[CH:17][CH:16]=[CH:15][CH:14]=3)=[CH:9][N:10]=2)[NH:5][C:4](=[O:19])[C:3]=1[C:20](OCC)=[O:21].[S:25]1[CH:29]=[CH:28][CH:27]=[C:26]1[CH2:30][NH2:31]. (8) The reactants are: C([O:3][C:4](=[O:31])[CH2:5][C:6]1[CH:7]=[N:8][N:9]([CH2:11][C:12]2[CH:17]=[CH:16][C:15]([NH:18][C:19](=[O:24])[C:20]([CH3:23])([CH3:22])[CH3:21])=[CH:14][C:13]=2[CH2:25][S:26][C:27]([CH3:30])([CH3:29])[CH3:28])[CH:10]=1)C.[OH-].[Li+]. Given the product [C:27]([S:26][CH2:25][C:13]1[CH:14]=[C:15]([NH:18][C:19](=[O:24])[C:20]([CH3:23])([CH3:22])[CH3:21])[CH:16]=[CH:17][C:12]=1[CH2:11][N:9]1[CH:10]=[C:6]([CH2:5][C:4]([OH:31])=[O:3])[CH:7]=[N:8]1)([CH3:30])([CH3:29])[CH3:28], predict the reactants needed to synthesize it.